Dataset: Full USPTO retrosynthesis dataset with 1.9M reactions from patents (1976-2016). Task: Predict the reactants needed to synthesize the given product. (1) Given the product [C:17]([OH:30])(=[O:29])[CH:18]=[CH2:19].[NH2:1][C:58]([O:57][CH2:56][CH3:55])=[O:61], predict the reactants needed to synthesize it. The reactants are: [N:1](C1CC(CN=C=O)(C)CC(C)(C)C1)=C=O.[C:17]([O-:30])(=[O:29])[CH2:18][CH2:19]CCCCCCCCC.[C:17]([O-:30])(=[O:29])[CH2:18][CH2:19]CCCCCCCCC.C([Sn+2]CCCC)CCC.O[CH2:55][CH2:56][O:57][C:58](=[O:61])C=C.COC1C=CC(O)=CC=1.IN=C=O. (2) The reactants are: [CH3:1][C:2]1([CH3:19])[CH2:6][C:5]2[CH:7]=[C:8]([CH:15]=[C:16]([CH3:18])[CH3:17])[CH:9]=[C:10]([S:11][CH2:12][CH2:13][CH3:14])[C:4]=2[O:3]1.C(OC(=O)C1C=CC=C(C2C3C(=CC(SCCC)=C4OC(C)(C)CC4=3)CC(C)(C)N=2)C=1)C.[C:52]([C:54]1[CH:55]=[C:56]([CH:63]=[CH:64][CH:65]=1)[C:57]([O:59][CH:60]([CH3:62])[CH3:61])=[O:58])#[N:53].S(=O)(=O)(O)O.C(=O)([O-])O.[Na+].C(=O)([O-])[O-].[K+].[K+].IC(C)C. Given the product [CH3:62][CH:60]([O:59][C:57](=[O:58])[C:56]1[CH:63]=[CH:64][CH:65]=[C:54]([C:52]2[C:7]3[C:8](=[CH:9][C:10]([S:11][CH2:12][CH2:13][CH3:14])=[C:4]4[O:3][C:2]([CH3:1])([CH3:19])[CH2:6][C:5]4=3)[CH2:15][C:16]([CH3:18])([CH3:17])[N:53]=2)[CH:55]=1)[CH3:61], predict the reactants needed to synthesize it. (3) Given the product [N+:10]([O:9][C@@H:6]1[CH2:7][O:8][C@@H:3]2[C@@H:4]1[O:5][CH2:1][C@@H:2]2[O:13][C:14]([CH2:15][CH2:16][C:17]([OH:19])=[O:18])=[O:20])([O-:12])=[O:11], predict the reactants needed to synthesize it. The reactants are: [CH2:1]1[O:5][C@@H:4]2[C@H:6]([O:9][N+:10]([O-:12])=[O:11])[CH2:7][O:8][C@@H:3]2[C@H:2]1[OH:13].[C:14]1(=[O:20])[O:19][C:17](=[O:18])[CH2:16][CH2:15]1. (4) Given the product [CH3:29][C:30]1[CH:35]=[C:34]([CH3:36])[CH:33]=[CH:32][C:31]=1[S:37][C:2]1[CH:7]=[CH:6][C:5]([C:8]2[CH:13]=[CH:12][C:11]([CH2:14][CH2:15][C:16]3([NH:24][C:25](=[O:27])[CH3:26])[CH2:21][O:20][C:19]([CH3:23])([CH3:22])[O:18][CH2:17]3)=[CH:10][CH:9]=2)=[C:4]([F:28])[CH:3]=1, predict the reactants needed to synthesize it. The reactants are: Br[C:2]1[CH:7]=[CH:6][C:5]([C:8]2[CH:13]=[CH:12][C:11]([CH2:14][CH2:15][C:16]3([NH:24][C:25](=[O:27])[CH3:26])[CH2:21][O:20][C:19]([CH3:23])([CH3:22])[O:18][CH2:17]3)=[CH:10][CH:9]=2)=[C:4]([F:28])[CH:3]=1.[CH3:29][C:30]1[CH:35]=[C:34]([CH3:36])[CH:33]=[CH:32][C:31]=1[SH:37].C(N(C(C)C)CC)(C)C.O. (5) Given the product [CH3:1][O:2][C:3]1[N:8]=[CH:7][N:6]=[C:5]([CH2:9][N:10]2[C:18]3[C:13](=[N:14][CH:15]=[CH:16][CH:17]=3)[C:12]([C:19]([NH:43][CH2:42][CH2:41][O:40][C:39]([F:45])([F:44])[F:38])=[O:21])=[CH:11]2)[C:4]=1[CH3:22], predict the reactants needed to synthesize it. The reactants are: [CH3:1][O:2][C:3]1[N:8]=[CH:7][N:6]=[C:5]([CH2:9][N:10]2[C:18]3[C:13](=[N:14][CH:15]=[CH:16][CH:17]=3)[C:12]([C:19]([OH:21])=O)=[CH:11]2)[C:4]=1[CH3:22].CN1C(=O)CCC1.C(N(CC)CC)C.Cl.[F:38][C:39]([F:45])([F:44])[O:40][CH2:41][CH2:42][NH2:43].CN(C(ON1N=NC2C=CC=NC1=2)=[N+](C)C)C.F[P-](F)(F)(F)(F)F. (6) Given the product [C:23]([C:8]1([C:4]2[CH:5]=[N:6][CH:7]=[C:2]([CH:42]3[CH2:43][CH2:38]3)[CH:3]=2)[CH2:14][C@@H:13]2[N:15]([C:16]([O:18][C:19]([CH3:22])([CH3:21])[CH3:20])=[O:17])[C@@H:10]([CH2:11][CH2:12]2)[CH2:9]1)#[N:24], predict the reactants needed to synthesize it. The reactants are: Br[C:2]1[CH:3]=[C:4]([C:8]2([C:23]#[N:24])[CH2:14][C@@H:13]3[N:15]([C:16]([O:18][C:19]([CH3:22])([CH3:21])[CH3:20])=[O:17])[C@@H:10]([CH2:11][CH2:12]3)[CH2:9]2)[CH:5]=[N:6][CH:7]=1.C1(P([CH:38]2[CH2:43][CH2:42]CCC2)C2CCCCC2)CCCCC1.P([O-])([O-])([O-])=O.[K+].[K+].[K+].C1(B(O)O)CC1.[Cl-].[NH4+]. (7) Given the product [CH3:1][O:2][C:3](=[O:21])[C:4]1[CH:9]=[CH:8][C:7]([C:10]2[N:11]=[C:12]3[N:17]=[C:16]([N:18]([C:22]([O:24][C:25]([CH3:28])([CH3:27])[CH3:26])=[O:23])[CH3:19])[CH:15]=[CH:14][N:13]3[CH:20]=2)=[CH:6][CH:5]=1, predict the reactants needed to synthesize it. The reactants are: [CH3:1][O:2][C:3](=[O:21])[C:4]1[CH:9]=[CH:8][C:7]([C:10]2[N:11]=[C:12]3[N:17]=[C:16]([NH:18][CH3:19])[CH:15]=[CH:14][N:13]3[CH:20]=2)=[CH:6][CH:5]=1.[C:22](O[C:22]([O:24][C:25]([CH3:28])([CH3:27])[CH3:26])=[O:23])([O:24][C:25]([CH3:28])([CH3:27])[CH3:26])=[O:23].